Dataset: Retrosynthesis with 50K atom-mapped reactions and 10 reaction types from USPTO. Task: Predict the reactants needed to synthesize the given product. (1) Given the product COCCNC[C@H](Nc1cncc(-c2ccc3[nH]nc(F)c3c2)c1)c1ccccc1, predict the reactants needed to synthesize it. The reactants are: COCC(=O)NC[C@H](Nc1cncc(-c2ccc3[nH]nc(F)c3c2)c1)c1ccccc1. (2) Given the product CCCOc1c(C2CCN(C(=O)OC(C)(C)C)CC2)ccc2c1CC[C@H](C)N2C(C)=O, predict the reactants needed to synthesize it. The reactants are: CCCOc1c(C2=CCN(C(=O)OC(C)(C)C)CC2)ccc2c1CC[C@H](C)N2C(C)=O. (3) Given the product Cn1c(CNCCCCNC(=O)OC(C)(C)C)nc2ccccc21, predict the reactants needed to synthesize it. The reactants are: CC(C)(C)OC(=O)NCCCCN.Cn1c(C=O)nc2ccccc21. (4) Given the product OC1(Cc2nc(CC3(C(F)(F)F)CC3)cn2C(c2ccccc2)(c2ccccc2)c2ccccc2)CCc2cc(-c3ccc(F)cn3)ccc21, predict the reactants needed to synthesize it. The reactants are: CC1(C)OB(c2ccc3c(c2)CCC3(O)Cc2nc(CC3(C(F)(F)F)CC3)cn2C(c2ccccc2)(c2ccccc2)c2ccccc2)OC1(C)C.Fc1ccc(Br)nc1. (5) Given the product Brc1ccccc1OCc1ccccc1, predict the reactants needed to synthesize it. The reactants are: BrCc1ccccc1.Oc1ccccc1Br. (6) Given the product Cc1c(OC2CCN(C[C@H](O)CNC(=O)c3ccc(Cl)c(OCC(=O)OC(C)(C)C)c3)CC2)ccc(Cl)c1Cl, predict the reactants needed to synthesize it. The reactants are: CC(C)(C)OC(=O)COc1cc(C(=O)O)ccc1Cl.Cc1c(OC2CCN(C[C@H](O)CN)CC2)ccc(Cl)c1Cl.